Dataset: Full USPTO retrosynthesis dataset with 1.9M reactions from patents (1976-2016). Task: Predict the reactants needed to synthesize the given product. (1) The reactants are: [CH2:1]([N:4]([CH3:16])[CH2:5][C:6]#[C:7][C@H:8]1[CH2:13][CH2:12][C@H:11]([NH:14][CH3:15])[CH2:10][CH2:9]1)[CH:2]=[CH2:3].[CH:17]1[C:22]([O:23][C:24](Cl)=[O:25])=[CH:21][CH:20]=[C:19]([Cl:27])[CH:18]=1. Given the product [Cl:27][C:19]1[CH:20]=[CH:21][C:22]([O:23][C:24](=[O:25])[N:14]([C@H:11]2[CH2:12][CH2:13][C@H:8]([C:7]#[C:6][CH2:5][N:4]([CH2:1][CH:2]=[CH2:3])[CH3:16])[CH2:9][CH2:10]2)[CH3:15])=[CH:17][CH:18]=1, predict the reactants needed to synthesize it. (2) Given the product [C:1]1([CH2:7][O:8][C:9]2[CH:18]=[C:17]([CH2:19][N:20]3[CH2:21][CH2:22][CH2:23][CH2:24][CH2:25]3)[C:16]([C:26]([F:29])([F:27])[F:28])=[CH:15][C:10]=2[C:11]([OH:13])=[O:12])[CH:6]=[CH:5][CH:4]=[CH:3][CH:2]=1, predict the reactants needed to synthesize it. The reactants are: [C:1]1([CH2:7][O:8][C:9]2[CH:18]=[C:17]([CH2:19][N:20]3[CH2:25][CH2:24][CH2:23][CH2:22][CH2:21]3)[C:16]([C:26]([F:29])([F:28])[F:27])=[CH:15][C:10]=2[C:11]([O:13]C)=[O:12])[CH:6]=[CH:5][CH:4]=[CH:3][CH:2]=1.[Li+].[OH-].O.Cl. (3) Given the product [Cl:34][C:35]1[CH:40]=[CH:39][C:38]([C:2]2[C:22]([O:23][CH3:24])=[CH:21][C:5]3[N:6]([CH3:20])[C:7](=[O:19])[CH2:8][N:9]=[C:10]([C:11]4[CH:12]=[C:13]([CH:16]=[CH:17][CH:18]=4)[C:14]#[N:15])[C:4]=3[CH:3]=2)=[CH:37][CH:36]=1, predict the reactants needed to synthesize it. The reactants are: Br[C:2]1[C:22]([O:23][CH3:24])=[CH:21][C:5]2[N:6]([CH3:20])[C:7](=[O:19])[CH2:8][N:9]=[C:10]([C:11]3[CH:12]=[C:13]([CH:16]=[CH:17][CH:18]=3)[C:14]#[N:15])[C:4]=2[CH:3]=1.C1(B(O)O)C=CC=CC=1.[Cl:34][C:35]1[CH:40]=[CH:39][C:38](B(O)O)=[CH:37][CH:36]=1. (4) Given the product [CH3:23][C:24]1([CH3:40])[C:28]([CH3:30])([CH3:29])[O:27][B:26]([C:2]2[CH:22]=[CH:21][CH:20]=[CH:19][C:3]=2[CH2:4][O:5][CH2:6][CH2:7][CH:8]2[CH2:13][CH2:12][N:11]([CH2:14][C:15]([F:18])([F:17])[F:16])[CH2:10][CH2:9]2)[O:25]1, predict the reactants needed to synthesize it. The reactants are: Br[C:2]1[CH:22]=[CH:21][CH:20]=[CH:19][C:3]=1[CH2:4][O:5][CH2:6][CH2:7][CH:8]1[CH2:13][CH2:12][N:11]([CH2:14][C:15]([F:18])([F:17])[F:16])[CH2:10][CH2:9]1.[CH3:23][C:24]1([CH3:40])[C:28]([CH3:30])([CH3:29])[O:27][B:26]([B:26]2[O:27][C:28]([CH3:30])([CH3:29])[C:24]([CH3:40])([CH3:23])[O:25]2)[O:25]1.C(=O)([O-])[O-].[K+].[K+].C(OCC)(=O)C.CCCCCCC. (5) Given the product [CH:8]1([CH2:11][N:12]([CH2:13][CH2:14][CH3:15])[C:17]2[CH:24]=[CH:23][C:20]([C:21]#[N:22])=[C:19]([C:25]([F:28])([F:27])[F:26])[CH:18]=2)[CH2:10][CH2:9]1, predict the reactants needed to synthesize it. The reactants are: CN1CCOCC1.[CH:8]1([CH2:11][NH:12][CH2:13][CH2:14][CH3:15])[CH2:10][CH2:9]1.F[C:17]1[CH:24]=[CH:23][C:20]([C:21]#[N:22])=[C:19]([C:25]([F:28])([F:27])[F:26])[CH:18]=1.C(N=C=O)C1C=CC=CC=1.[N-]=C=O.C(O)C(N)(CO)CO. (6) Given the product [OH:46][C@H:43]1[CH2:44][CH2:45][N:41]([CH2:40][C@@H:39]([N:38]([CH3:37])[C:13](=[O:15])[CH2:12][C:8]2[CH:9]=[C:10]3[C:5](=[CH:6][CH:7]=2)[N:4]=[CH:3][C:2](=[O:1])[NH:11]3)[C:47]2[CH:52]=[CH:51][CH:50]=[CH:49][CH:48]=2)[CH2:42]1, predict the reactants needed to synthesize it. The reactants are: [O:1]=[C:2]1[NH:11][C:10]2[C:5](=[CH:6][CH:7]=[C:8]([CH2:12][C:13]([OH:15])=O)[CH:9]=2)[N:4]=[CH:3]1.CCN=C=NCCCN(C)C.C1C=CC2N(O)N=NC=2C=1.[CH3:37][NH:38][C@@H:39]([C:47]1[CH:52]=[CH:51][CH:50]=[CH:49][CH:48]=1)[CH2:40][N:41]1[CH2:45][CH2:44][C@H:43]([OH:46])[CH2:42]1.